From a dataset of Forward reaction prediction with 1.9M reactions from USPTO patents (1976-2016). Predict the product of the given reaction. (1) Given the reactants [NH2:1][CH:2]([C:5]1[CH:10]=[CH:9][C:8]([CH3:11])=[CH:7][CH:6]=1)[CH2:3][OH:4].[N:12]([C:15]1[CH:20]=[CH:19][C:18]([C:21]2[N:25]=[CH:24][N:23]([C:26]3[CH:31]=[CH:30][C:29]([C:32]([F:35])([F:34])[F:33])=[CH:28][CH:27]=3)[N:22]=2)=[CH:17][CH:16]=1)=[C:13]=[S:14], predict the reaction product. The product is: [OH:4][CH2:3][CH:2]([NH:1][C:13]([NH:12][C:15]1[CH:20]=[CH:19][C:18]([C:21]2[N:25]=[CH:24][N:23]([C:26]3[CH:31]=[CH:30][C:29]([C:32]([F:35])([F:33])[F:34])=[CH:28][CH:27]=3)[N:22]=2)=[CH:17][CH:16]=1)=[S:14])[C:5]1[CH:10]=[CH:9][C:8]([CH3:11])=[CH:7][CH:6]=1. (2) Given the reactants [F:1][C:2]([F:36])([F:35])[C:3]1[CH:4]=[C:5]([CH:28]=[C:29]([C:31]([F:34])([F:33])[F:32])[CH:30]=1)[C:6]([N:8]1[CH2:13][CH2:12][N:11]([CH2:14][C:15](=O)[CH3:16])[CH2:10][C@H:9]1[CH2:18][C:19]1[C:27]2[C:22](=[CH:23][CH:24]=[CH:25][CH:26]=2)[NH:21][CH:20]=1)=[O:7].Cl.Cl.[CH3:39][N:40]([CH3:45])[CH2:41][CH2:42][O:43][NH2:44].C([O-])(=O)C.[Na+], predict the reaction product. The product is: [CH3:39][N:40]([CH3:45])[CH2:41][CH2:42][O:43][N:44]=[C:15]([CH3:16])[CH2:14][N:11]1[CH2:12][CH2:13][N:8]([C:6](=[O:7])[C:5]2[CH:4]=[C:3]([C:2]([F:36])([F:35])[F:1])[CH:30]=[C:29]([C:31]([F:33])([F:34])[F:32])[CH:28]=2)[C@H:9]([CH2:18][C:19]2[C:27]3[C:22](=[CH:23][CH:24]=[CH:25][CH:26]=3)[NH:21][CH:20]=2)[CH2:10]1. (3) Given the reactants CS(O[CH:6]([C:15]1[CH:16]=[N:17][C:18]([NH:21][C:22]([C:24]2([C:27]3[CH:35]=[CH:34][C:30]4[O:31][CH2:32][O:33][C:29]=4[CH:28]=3)[CH2:26][CH2:25]2)=[O:23])=[CH:19][CH:20]=1)[C:7]1[CH:12]=[CH:11][CH:10]=[CH:9][C:8]=1[O:13][CH3:14])(=O)=O.[NH:36]1[CH2:41][CH2:40][CH2:39][CH2:38][CH2:37]1.O1C2C=CC(C3(C(NC4C=CC(C(N(C)C)C5C=CC=CC=5OC)=CN=4)=O)CC3)=CC=2OC1, predict the reaction product. The product is: [O:31]1[C:30]2[CH:34]=[CH:35][C:27]([C:24]3([C:22]([NH:21][C:18]4[CH:19]=[CH:20][C:15]([CH:6]([C:7]5[CH:12]=[CH:11][CH:10]=[CH:9][C:8]=5[O:13][CH3:14])[N:36]5[CH2:41][CH2:40][CH2:39][CH2:38][CH2:37]5)=[CH:16][N:17]=4)=[O:23])[CH2:25][CH2:26]3)=[CH:28][C:29]=2[O:33][CH2:32]1. (4) Given the reactants [O:1]([CH2:8][CH2:9][CH2:10][CH2:11][CH2:12][CH2:13][C:14]1[O:18][N:17]=[C:16]([C:19]([OH:21])=O)[CH:15]=1)[C:2]1[CH:7]=[CH:6][CH:5]=[CH:4][CH:3]=1.Cl.[O:23]1[CH2:27][CH2:26][CH:25]([CH2:28][NH2:29])[CH2:24]1.C(N(CC)CC)C.ON1C2C=CC=CC=2N=N1.Cl.C(N=C=NCCCN(C)C)C, predict the reaction product. The product is: [O:23]1[CH2:27][CH2:26][CH:25]([CH2:28][NH:29][C:19]([C:16]2[CH:15]=[C:14]([CH2:13][CH2:12][CH2:11][CH2:10][CH2:9][CH2:8][O:1][C:2]3[CH:3]=[CH:4][CH:5]=[CH:6][CH:7]=3)[O:18][N:17]=2)=[O:21])[CH2:24]1. (5) Given the reactants C([C:3]1[CH:4]=[C:5]([CH:20]=[CH:21][C:22]=1[B:23]1[O:27]C(C)(C)[C:25](C)(C)[O:24]1)[O:6][C:7]1[N:14]=[C:13]([NH:15][CH2:16][CH2:17][O:18][CH3:19])[CH:12]=[CH:11][C:8]=1[C:9]#[N:10])=O.[BH4-].[Na+].Cl, predict the reaction product. The product is: [OH:27][B:23]1[C:22]2[CH:21]=[CH:20][C:5]([O:6][C:7]3[N:14]=[C:13]([NH:15][CH2:16][CH2:17][O:18][CH3:19])[CH:12]=[CH:11][C:8]=3[C:9]#[N:10])=[CH:4][C:3]=2[CH2:25][O:24]1. (6) Given the reactants [Cl:1][C:2]1[N:7]=[C:6]([NH:8][C:9]2[CH:14]=[CH:13][C:12]([C:15]3([NH:19][C:20](=[O:26])[O:21][C:22]([CH3:25])([CH3:24])[CH3:23])[CH2:18][CH2:17][CH2:16]3)=[CH:11][CH:10]=2)[C:5]([N+:27]([O-])=O)=[CH:4][CH:3]=1.[NH2:30][C:31]1[N:38]=[CH:37][CH:36]=[CH:35][C:32]=1[CH:33]=O.S(S([O-])=O)([O-])=O.[Na+].[Na+].O, predict the reaction product. The product is: [NH2:30][C:31]1[C:32]([C:33]2[N:8]([C:9]3[CH:14]=[CH:13][C:12]([C:15]4([NH:19][C:20](=[O:26])[O:21][C:22]([CH3:25])([CH3:24])[CH3:23])[CH2:18][CH2:17][CH2:16]4)=[CH:11][CH:10]=3)[C:6]3=[N:7][C:2]([Cl:1])=[CH:3][CH:4]=[C:5]3[N:27]=2)=[CH:35][CH:36]=[CH:37][N:38]=1. (7) Given the reactants [Br:1][C:2]1[CH:11]=[C:10]2[C:5]([CH:6]=[C:7]([NH2:12])[CH:8]=[N:9]2)=[CH:4][CH:3]=1.N1C=CC=CC=1.[CH3:19][S:20](Cl)(=[O:22])=[O:21], predict the reaction product. The product is: [Br:1][C:2]1[CH:11]=[C:10]2[C:5]([CH:6]=[C:7]([NH:12][S:20]([CH3:19])(=[O:22])=[O:21])[CH:8]=[N:9]2)=[CH:4][CH:3]=1. (8) Given the reactants [CH3:1][CH2:2][NH:3][C@@H:4]1[C:11]2[CH:12]=[C:13]([S:15]([NH2:18])(=[O:17])=[O:16])[S:14][C:10]=2[S:7](=[O:9])(=[O:8])[C@@H:6]([CH3:19])[CH2:5]1.C1(C)C=CC(C([C@@:28]([C:44]([OH:46])=[O:45])([OH:43])[C@@:29](C(C2C=CC(C)=CC=2)=O)([OH:33])[C:30]([OH:32])=[O:31])=O)=CC=1, predict the reaction product. The product is: [CH3:1][CH2:2][NH:3][C@@H:4]1[C:11]2[CH:12]=[C:13]([S:15]([NH2:18])(=[O:17])=[O:16])[S:14][C:10]=2[S:7](=[O:8])(=[O:9])[C@@H:6]([CH3:19])[CH2:5]1.[C:30]([CH:29]([CH:28]([C:44]([O-:46])=[O:45])[OH:43])[OH:33])([O-:32])=[O:31].